Dataset: Reaction yield outcomes from USPTO patents with 853,638 reactions. Task: Predict the reaction yield, written as a fraction of the theoretical maximum amount of product (1.0 means a 100% yield; for example, 0.34 means a 34% yield). (1) The reactants are [Cl-].[CH3:2][O:3]C[P+](C1C=CC=CC=1)(C1C=CC=CC=1)C1C=CC=CC=1.C[Si]([N-][Si](C)(C)C)(C)C.[K+].[F:34][C:35]1[CH:40]=[CH:39][C:38]([N:41]2[C:49]3[CH:48]=[C:47]4[CH2:50][CH2:51][CH2:52][C:53](=O)[C:46]4([CH3:55])[CH2:45][C:44]=3[CH:43]=[N:42]2)=[CH:37][CH:36]=1.CO. The catalyst is C1COCC1.Cl.O. The product is [F:34][C:35]1[CH:36]=[CH:37][C:38]([N:41]2[C:49]3[CH:48]=[C:47]4[CH2:50][CH2:51][CH2:52][CH:53]([CH:2]=[O:3])[C:46]4([CH3:55])[CH2:45][C:44]=3[CH:43]=[N:42]2)=[CH:39][CH:40]=1. The yield is 0.700. (2) The reactants are C(NC(=O)NC1C=CC([C:12]2[N:13]=[C:14]([N:29]3[CH2:34][CH2:33]OC[C@@H]3C)C3C[CH2:20][N:19](C(OC(C)(C)C)=O)[CH2:18][C:16]=3[N:17]=2)=CC=1)C.Cl[C:38]1[N:39]=[C:40]([N:52]2[CH2:57][CH2:56][O:55][CH2:54][C@@H:53]2[CH3:58])[C:41]2[CH2:46][N:45]([C:47]([O:49][CH2:50][CH3:51])=[O:48])[CH2:44][C:42]=2[N:43]=1.CC1(C)C(C)(C)OB(C2N=CC(N)=NC=2)[O:61]1. The catalyst is C1C=CC(P(C2C=CC=CC=2)[C-]2C=CC=C2)=CC=1.C1C=CC(P(C2C=CC=CC=2)[C-]2C=CC=C2)=CC=1.Cl[Pd]Cl.[Fe+2]. The product is [CH2:50]([O:49][C:47]([N:45]1[CH2:46][C:41]2[C:40]([N:52]3[CH2:57][CH2:56][O:55][CH2:54][C@@H:53]3[CH3:58])=[N:39][C:38]([C:18]3[CH:16]=[N:17][C:12]([NH:13][C:14]([NH:29][CH2:34][CH3:33])=[O:61])=[CH:20][N:19]=3)=[N:43][C:42]=2[CH2:44]1)=[O:48])[CH3:51]. The yield is 0.580. (3) The reactants are [NH2:1][C:2]1[CH:10]=[CH:9][C:8]([O:11][C:12]([F:15])([F:14])[F:13])=[CH:7][C:3]=1[C:4]([OH:6])=[O:5].S(Cl)([Cl:19])(=O)=O. The catalyst is CC(O)=O. The product is [NH2:1][C:2]1[C:10]([Cl:19])=[CH:9][C:8]([O:11][C:12]([F:13])([F:14])[F:15])=[CH:7][C:3]=1[C:4]([OH:6])=[O:5]. The yield is 0.940. (4) The reactants are Br[C:2]1[CH:3]=[CH:4][C:5]([NH:13][C:14]2[C:19]([C:20]([F:23])([F:22])[F:21])=[CH:18][N:17]=[C:16]([NH:24][C:25]3[CH:37]=[CH:36][C:28]([CH2:29][CH2:30][PH:31](=[O:35])[O:32][CH2:33][CH3:34])=[CH:27][CH:26]=3)[N:15]=2)=[C:6]2[C:10]=1[CH2:9][N:8]([CH3:11])[C:7]2=[O:12].[CH:38]1[CH:39]=[CH:40][C:41](P([C:38]2[C:43]([C:38]3[C:43](P([C:38]4[CH:43]=[CH:42][CH:41]=[CH:40][CH:39]=4)[C:38]4[CH:43]=[CH:42][CH:41]=[CH:40][CH:39]=4)=[CH:42][CH:41]=[C:40]4[C:39]=3C=CC=C4)=[C:42]3[C:41](C=CC=C3)=[CH:40][CH:39]=2)[C:38]2[CH:43]=[CH:42][CH:41]=[CH:40][CH:39]=2)=[CH:42][CH:43]=1.[C:84](=[O:87])([O-])[O-:85].[Cs+].[Cs+]. The catalyst is C1C=CC(/C=C/C(/C=C/C2C=CC=CC=2)=O)=CC=1.C1C=CC(/C=C/C(/C=C/C2C=CC=CC=2)=O)=CC=1.[Pd].O1CCOCC1. The product is [OH:85][C:84]([C:20]([F:23])([F:22])[F:21])=[O:87].[OH:85][CH:41]1[CH2:40][CH2:39][CH:38]([C:2]2[CH:3]=[CH:4][C:5]([NH:13][C:14]3[C:19]([C:20]([F:22])([F:21])[F:23])=[CH:18][N:17]=[C:16]([NH:24][C:25]4[CH:26]=[CH:27][C:28]([CH2:29][CH2:30][PH:31](=[O:35])[O:32][CH2:33][CH3:34])=[CH:36][CH:37]=4)[N:15]=3)=[C:6]3[C:10]=2[CH2:9][N:8]([CH3:11])[C:7]3=[O:12])[CH2:43][CH2:42]1. The yield is 0.0770. (5) The reactants are [I:1]Cl.C(Cl)Cl.[F:6][C:7]1[CH:8]=[C:9]2[C:13](=[C:14]([F:16])[CH:15]=1)[NH:12][CH:11]=[CH:10]2.[C:17]1([S:23](Cl)(=[O:25])=[O:24])[CH:22]=[CH:21][CH:20]=[CH:19][CH:18]=1. The catalyst is N1C=CC=CC=1.C1(C)C=CC=CC=1.[OH-].[Na+].[Br-].C([N+](CCCC)(CCCC)CCCC)CCC. The product is [C:17]1([S:23]([N:12]2[C:13]3[C:9](=[CH:8][C:7]([F:6])=[CH:15][C:14]=3[F:16])[C:10]([I:1])=[CH:11]2)(=[O:25])=[O:24])[CH:22]=[CH:21][CH:20]=[CH:19][CH:18]=1. The yield is 0.870. (6) The reactants are CC1(C)N([O])C(C)(C)CCC1.[OH:12][CH2:13][CH2:14][CH2:15][N:16]([CH3:24])[C:17](=[O:23])[O:18][C:19]([CH3:22])([CH3:21])[CH3:20].C(=O)([O-])O.[Na+].[O-]Cl.[Na+]. The catalyst is ClCCl.O.CCOC(C)=O.CCCCCC. The product is [CH3:24][N:16]([CH2:15][CH2:14][CH:13]=[O:12])[C:17](=[O:23])[O:18][C:19]([CH3:22])([CH3:20])[CH3:21]. The yield is 0.850.